From a dataset of Tyrosyl-DNA phosphodiesterase HTS with 341,365 compounds. Binary Classification. Given a drug SMILES string, predict its activity (active/inactive) in a high-throughput screening assay against a specified biological target. The compound is S1c2c(nc(SCC(=O)Nc3noc(c3)C)n(c2=O)c2ccc(OC)cc2)CC1. The result is 0 (inactive).